Dataset: Reaction yield outcomes from USPTO patents with 853,638 reactions. Task: Predict the reaction yield, written as a fraction of the theoretical maximum amount of product (1.0 means a 100% yield; for example, 0.34 means a 34% yield). (1) The reactants are [Cl:1][C:2]1[CH:7]=[CH:6][C:5]([CH:8]([NH2:17])[CH:9]([NH2:16])[CH2:10][CH:11]2[CH2:15][CH2:14][CH2:13][CH2:12]2)=[CH:4][CH:3]=1.Cl.[CH2:19]([O:21][C:22]1[CH:32]=[C:31]([O:33][CH3:34])[CH:30]=[CH:29][C:23]=1[C:24](=N)OCC)[CH3:20].C(N(CC)CC)C. The product is [Cl:1][C:2]1[CH:3]=[CH:4][C:5]([CH:8]2[NH:17][C:24]([C:23]3[CH:29]=[CH:30][C:31]([O:33][CH3:34])=[CH:32][C:22]=3[O:21][CH2:19][CH3:20])=[N:16][CH:9]2[CH2:10][CH:11]2[CH2:12][CH2:13][CH2:14][CH2:15]2)=[CH:6][CH:7]=1. The catalyst is C(O)C. The yield is 0.630. (2) The reactants are [NH2:1][C:2]1[N:3]=[C:4]([N:19]2[CH2:24][CH2:23][N:22]([C:25](=[O:29])[CH:26](Cl)[CH3:27])[CH2:21][CH2:20]2)[C:5]2[N:11]=[C:10]([C:12]3[CH:17]=[CH:16][C:15]([F:18])=[CH:14][CH:13]=3)[CH:9]=[CH:8][C:6]=2[N:7]=1.[Cl:30][C:31]1[CH:36]=[CH:35][C:34]([OH:37])=[CH:33][CH:32]=1.C(=O)([O-])[O-].[K+].[K+]. The catalyst is CC(C)=O. The product is [NH2:1][C:2]1[N:3]=[C:4]([N:19]2[CH2:24][CH2:23][N:22]([C:25](=[O:29])[CH:26]([O:37][C:34]3[CH:35]=[CH:36][C:31]([Cl:30])=[CH:32][CH:33]=3)[CH3:27])[CH2:21][CH2:20]2)[C:5]2[N:11]=[C:10]([C:12]3[CH:17]=[CH:16][C:15]([F:18])=[CH:14][CH:13]=3)[CH:9]=[CH:8][C:6]=2[N:7]=1. The yield is 0.460.